Task: Predict the reaction yield, written as a fraction of the theoretical maximum amount of product (1.0 means a 100% yield; for example, 0.34 means a 34% yield).. Dataset: Reaction yield outcomes from USPTO patents with 853,638 reactions (1) The reactants are [CH3:1][O:2][C:3]1[CH:4]=[C:5]2[C:10](=[CH:11][C:12]=1[O:13][CH2:14][CH2:15][O:16][CH3:17])[N:9]=[CH:8][N:7]=[C:6]2[O:18][C:19]1[CH:20]=[C:21]([CH:23]=[CH:24][CH:25]=1)[NH2:22].C(N(CC)C(C)C)(C)C.[C:35]1([C:41]2[O:45][N:44]=[C:43]([NH:46][C:47](=O)[O:48]C3C=CC=CC=3)[CH:42]=2)[CH:40]=[CH:39][CH:38]=[CH:37][CH:36]=1. The catalyst is C1COCC1.CN(C)C1C=CN=CC=1. The product is [CH3:1][O:2][C:3]1[CH:4]=[C:5]2[C:10](=[CH:11][C:12]=1[O:13][CH2:14][CH2:15][O:16][CH3:17])[N:9]=[CH:8][N:7]=[C:6]2[O:18][C:19]1[CH:20]=[C:21]([NH:22][C:47]([NH:46][C:43]2[CH:42]=[C:41]([C:35]3[CH:36]=[CH:37][CH:38]=[CH:39][CH:40]=3)[O:45][N:44]=2)=[O:48])[CH:23]=[CH:24][CH:25]=1. The yield is 0.700. (2) The reactants are [CH2:1]([O:8][C:9]1[C:10]([C:28](O)=[O:29])=[N:11][C:12]([CH2:16][C:17]2([C:22]3[CH:27]=[CH:26][CH:25]=[CH:24][CH:23]=3)[CH2:21][CH2:20][CH2:19][CH2:18]2)=[N:13][C:14]=1[OH:15])[C:2]1[CH:7]=[CH:6][CH:5]=[CH:4][CH:3]=1.[Si:31]([O:38][CH2:39][CH2:40][NH:41][CH:42]1[CH2:47][CH2:46][O:45][CH2:44][CH2:43]1)([C:34]([CH3:37])([CH3:36])[CH3:35])([CH3:33])[CH3:32].C(N(CC)C(C)C)(C)C.CN(C(ON1N=NC2C=CC=NC1=2)=[N+](C)C)C.F[P-](F)(F)(F)(F)F. The catalyst is CN(C)C=O.O. The product is [Si:31]([O:38][CH2:39][CH2:40][N:41]([CH:42]1[CH2:47][CH2:46][O:45][CH2:44][CH2:43]1)[C:28]([C:10]1[C:9]([O:8][CH2:1][C:2]2[CH:7]=[CH:6][CH:5]=[CH:4][CH:3]=2)=[C:14]([OH:15])[N:13]=[C:12]([CH2:16][C:17]2([C:22]3[CH:27]=[CH:26][CH:25]=[CH:24][CH:23]=3)[CH2:21][CH2:20][CH2:19][CH2:18]2)[N:11]=1)=[O:29])([C:34]([CH3:37])([CH3:36])[CH3:35])([CH3:33])[CH3:32]. The yield is 0.845. (3) The reactants are [Cl-].O[NH3+:3].[C:4](=[O:7])([O-])[OH:5].[Na+].CS(C)=O.[CH2:13]([S:15][C:16]1[N:17]([CH2:30][C:31]2[CH:36]=[CH:35][C:34]([C:37]3[C:38]([C:43]#[N:44])=[CH:39][CH:40]=[CH:41][CH:42]=3)=[CH:33][CH:32]=2)[C:18](=[O:29])[C:19]([C:23]2[CH:28]=[CH:27][CH:26]=[CH:25][CH:24]=2)=[C:20]([CH3:22])[N:21]=1)[CH3:14]. The catalyst is O. The product is [CH2:13]([S:15][C:16]1[N:17]([CH2:30][C:31]2[CH:32]=[CH:33][C:34]([C:37]3[CH:42]=[CH:41][CH:40]=[CH:39][C:38]=3[C:43]3[NH:3][C:4](=[O:7])[O:5][N:44]=3)=[CH:35][CH:36]=2)[C:18](=[O:29])[C:19]([C:23]2[CH:24]=[CH:25][CH:26]=[CH:27][CH:28]=2)=[C:20]([CH3:22])[N:21]=1)[CH3:14]. The yield is 0.500. (4) The reactants are [Cl:1][C:2]1[CH:18]=[CH:17][C:5]([C:6]([C:8]2[CH:16]=[CH:15][CH:14]=[CH:13][C:9]=2[C:10]([OH:12])=O)=[O:7])=[CH:4][CH:3]=1.[CH3:19][C:20]1[CH:27]=[CH:26][C:23]([CH2:24][NH2:25])=[CH:22][CH:21]=1. No catalyst specified. The product is [Cl:1][C:2]1[CH:3]=[CH:4][C:5]([C:6]2([OH:7])[C:8]3[C:9](=[CH:13][CH:14]=[CH:15][CH:16]=3)[C:10](=[O:12])[N:25]2[CH2:24][C:23]2[CH:26]=[CH:27][C:20]([CH3:19])=[CH:21][CH:22]=2)=[CH:17][CH:18]=1. The yield is 0.720.